This data is from Full USPTO retrosynthesis dataset with 1.9M reactions from patents (1976-2016). The task is: Predict the reactants needed to synthesize the given product. (1) Given the product [CH3:24][C:18]1[CH:19]=[C:20]([CH3:23])[CH:21]=[CH:22][C:17]=1[C:16]1[NH:8][N:9]=[C:10]2[C:15]=1[C:14](=[O:25])[N:13]([CH3:26])[C:12]([N:27]([CH2:31][CH2:32][CH3:33])[CH2:28][CH2:29][CH3:30])=[N:11]2, predict the reactants needed to synthesize it. The reactants are: C([N:8]1[C:16]([C:17]2[CH:22]=[CH:21][C:20]([CH3:23])=[CH:19][C:18]=2[CH3:24])=[C:15]2[C:10]([N:11]=[C:12]([N:27]([CH2:31][CH2:32][CH3:33])[CH2:28][CH2:29][CH3:30])[N:13]([CH3:26])[C:14]2=[O:25])=[N:9]1)C1C=CC=CC=1. (2) Given the product [F:1][C:2]1[N:7]=[C:6]([NH:8][C:14](=[O:15])[O:13][C:10]([CH3:12])([CH3:11])[CH3:9])[CH:5]=[CH:4][CH:3]=1.[C:14]([N:8]([C:17]([O:19][C:20]([CH3:21])([CH3:22])[CH3:23])=[O:18])[C:6]1[CH:5]=[CH:4][CH:3]=[C:2]([F:1])[N:7]=1)([O:13][C:10]([CH3:12])([CH3:11])[CH3:9])=[O:15], predict the reactants needed to synthesize it. The reactants are: [F:1][C:2]1[N:7]=[C:6]([NH2:8])[CH:5]=[CH:4][CH:3]=1.[CH3:9][C:10]([O:13][C:14](O[C:17]([O:19][C:20]([CH3:23])([CH3:22])[CH3:21])=[O:18])=[O:15])([CH3:12])[CH3:11].C[Si]([N-][Si](C)(C)C)(C)C.[Na+]. (3) Given the product [ClH:30].[C:18]1([NH:17][C:14]2[CH:15]=[C:16]3[C:11]([C:10]([C:24]4[CH:25]=[CH:26][CH:27]=[CH:28][CH:29]=4)=[N:9][NH:8]3)=[CH:12][CH:13]=2)[CH:23]=[CH:22][CH:21]=[CH:20][CH:19]=1, predict the reactants needed to synthesize it. The reactants are: C(OC([N:8]1[C:16]2[C:11](=[CH:12][CH:13]=[C:14]([NH:17][C:18]3[CH:23]=[CH:22][CH:21]=[CH:20][CH:19]=3)[CH:15]=2)[C:10]([C:24]2[CH:29]=[CH:28][CH:27]=[CH:26][CH:25]=2)=[N:9]1)=O)(C)(C)C.[ClH:30]. (4) The reactants are: O[CH2:2][CH:3]([CH2:5]O)[OH:4].P(=O)(O)(O)O.[Al:12]. Given the product [CH3:2][CH:3]([CH3:5])[O-:4].[Al+3:12].[CH3:2][CH:3]([CH3:5])[O-:4].[CH3:2][CH:3]([CH3:5])[O-:4], predict the reactants needed to synthesize it. (5) Given the product [CH2:1]([O:3][CH:4]([C:5]1[CH:10]=[CH:9][CH:8]=[C:7]([O:11][CH2:12][C:13]2[N:14]=[C:15]([C:19]3[CH:24]=[CH:23][CH:22]=[CH:21][CH:20]=3)[O:16][C:17]=2[CH3:18])[CH:6]=1)[C:25]1[CH:30]=[CH:29][C:28]([O:31][CH3:32])=[CH:27][C:26]=1[O:33][CH2:35][C:36]([OH:38])=[O:37])[CH3:2], predict the reactants needed to synthesize it. The reactants are: [CH2:1]([O:3][CH:4]([C:25]1[CH:30]=[CH:29][C:28]([O:31][CH3:32])=[CH:27][C:26]=1[OH:33])[C:5]1[CH:10]=[CH:9][CH:8]=[C:7]([O:11][CH2:12][C:13]2[N:14]=[C:15]([C:19]3[CH:24]=[CH:23][CH:22]=[CH:21][CH:20]=3)[O:16][C:17]=2[CH3:18])[CH:6]=1)[CH3:2].Br[CH2:35][C:36]([O:38]CC)=[O:37].C(=O)([O-])[O-].[K+].[K+].CN(C)C=O. (6) Given the product [CH2:6]([N:13]1[C:17]2[CH:18]=[C:19]([C:22]([OH:24])=[O:23])[CH:20]=[CH:21][C:16]=2[N:15]=[C:14]1[CH2:27][CH2:28][CH3:29])[C:7]1[CH:8]=[CH:9][CH:10]=[CH:11][CH:12]=1, predict the reactants needed to synthesize it. The reactants are: [OH-].[Na+].C(O)C.[CH2:6]([N:13]1[C:17]2[CH:18]=[C:19]([C:22]([O:24]CC)=[O:23])[CH:20]=[CH:21][C:16]=2[N:15]=[C:14]1[CH2:27][CH2:28][CH3:29])[C:7]1[CH:12]=[CH:11][CH:10]=[CH:9][CH:8]=1.Cl.